From a dataset of Forward reaction prediction with 1.9M reactions from USPTO patents (1976-2016). Predict the product of the given reaction. (1) Given the reactants [CH2:1]([O:5][CH:6]([C:8]1[CH:17]=[CH:16][C:11]([C:12]([O:14]C)=[O:13])=[CH:10][CH:9]=1)[CH3:7])[CH:2]([CH3:4])[CH3:3].CO.O.[OH-].[Li+], predict the reaction product. The product is: [CH2:1]([O:5][CH:6]([C:8]1[CH:9]=[CH:10][C:11]([C:12]([OH:14])=[O:13])=[CH:16][CH:17]=1)[CH3:7])[CH:2]([CH3:4])[CH3:3]. (2) Given the reactants [NH2:1][CH2:2][CH2:3][CH2:4][C:5]([NH:7]C1C=C2C(=CC=1)N=CN=C2NC1C=CC(OCC2C=CC=C(F)C=2)=C(Cl)C=1)=[O:6].C(OC(=O)NCCCC([C:47]1[CH:48]=[C:49]2[C:54](=[CH:55][CH:56]=1)[N:53]=[CH:52][N:51]=[C:50]2[NH:57][C:58]1[CH:63]=[CH:62][C:61]([O:64][C:65]2[CH:66]=[N:67][C:68]([CH3:71])=[CH:69][CH:70]=2)=[C:60]([CH3:72])[CH:59]=1)=O)(C)(C)C, predict the reaction product. The product is: [NH2:1][CH2:2][CH2:3][CH2:4][C:5]([NH:7][C:47]1[CH:48]=[C:49]2[C:54](=[CH:55][CH:56]=1)[N:53]=[CH:52][N:51]=[C:50]2[NH:57][C:58]1[CH:63]=[CH:62][C:61]([O:64][C:65]2[CH:66]=[N:67][C:68]([CH3:71])=[CH:69][CH:70]=2)=[C:60]([CH3:72])[CH:59]=1)=[O:6]. (3) Given the reactants Cl[C:2]1[C:7]([N+:8]([O-:10])=[O:9])=[CH:6][CH:5]=[CH:4][N:3]=1.[N:11]([CH2:14][CH2:15][NH2:16])([CH3:13])[CH3:12], predict the reaction product. The product is: [CH3:12][N:11]([CH3:13])[CH2:14][CH2:15][NH:16][C:2]1[C:7]([N+:8]([O-:10])=[O:9])=[CH:6][CH:5]=[CH:4][N:3]=1. (4) Given the reactants [C:1]1([C:7]2[N:12]=[CH:11][C:10]([C:13]([OH:15])=O)=[CH:9][N:8]=2)[CH:6]=[CH:5][CH:4]=[CH:3][CH:2]=1.ON1C2C=CC=CC=2N=N1.N=C=N.[CH2:29]([NH2:36])[C:30]1[CH:35]=[CH:34][CH:33]=[CH:32][CH:31]=1.C(O)C(N)(CO)CO, predict the reaction product. The product is: [CH2:29]([NH:36][C:13]([C:10]1[CH:11]=[N:12][C:7]([C:1]2[CH:2]=[CH:3][CH:4]=[CH:5][CH:6]=2)=[N:8][CH:9]=1)=[O:15])[C:30]1[CH:35]=[CH:34][CH:33]=[CH:32][CH:31]=1. (5) Given the reactants [NH2:1][C:2]1[N:7]=[CH:6][N:5]=[C:4]([NH:8][C@H:9]([C:11]2[N:16]([C:17]3[CH:22]=[CH:21][CH:20]=[CH:19][CH:18]=3)[C:15](=[O:23])[C:14]3=[C:24]([CH3:27])[CH:25]=[CH:26][N:13]3[N:12]=2)[CH3:10])[C:3]=1Br.[F:29][C:30]1[CH:35]=[CH:34][C:33]([CH2:36][S:37]([NH:40][C:41]2[CH:46]=[C:45](B3OC(C)(C)C(C)(C)O3)[CH:44]=[C:43]([O:56][CH3:57])[CH:42]=2)(=[O:39])=[O:38])=[CH:32][CH:31]=1.C(=O)([O-])[O-].[Cs+].[Cs+], predict the reaction product. The product is: [NH2:1][C:2]1[C:3]([C:45]2[CH:46]=[C:41]([NH:40][S:37]([CH2:36][C:33]3[CH:32]=[CH:31][C:30]([F:29])=[CH:35][CH:34]=3)(=[O:38])=[O:39])[CH:42]=[C:43]([O:56][CH3:57])[CH:44]=2)=[C:4]([NH:8][C@H:9]([C:11]2[N:16]([C:17]3[CH:22]=[CH:21][CH:20]=[CH:19][CH:18]=3)[C:15](=[O:23])[C:14]3=[C:24]([CH3:27])[CH:25]=[CH:26][N:13]3[N:12]=2)[CH3:10])[N:5]=[CH:6][N:7]=1. (6) Given the reactants [CH3:1][C@H:2]([CH:30]=[CH2:31])[C:3]([NH:5][C:6]1[CH:11]=[CH:10][CH:9]=[CH:8][C:7]=1[C:12]1[CH:17]=[CH:16][N:15]=[C:14]([C@@H:18]([NH:22][C:23](=[O:29])[O:24][C:25]([CH3:28])([CH3:27])[CH3:26])[CH2:19]C=C)[CH:13]=1)=[O:4].CC1C=CC(S(O)(=O)=O)=CC=1, predict the reaction product. The product is: [CH3:1][C@H:2]1[C:3](=[O:4])[NH:5][C:6]2[CH:11]=[CH:10][CH:9]=[CH:8][C:7]=2[C:12]2[CH:17]=[CH:16][N:15]=[C:14]([CH:13]=2)[C@@H:18]([NH:22][C:23](=[O:29])[O:24][C:25]([CH3:28])([CH3:27])[CH3:26])[CH2:19][CH:31]=[CH:30]1. (7) Given the reactants [F:1][C:2]([F:43])([F:42])[C:3]1[CH:4]=[C:5]([CH:35]=[C:36]([C:38]([F:41])([F:40])[F:39])[CH:37]=1)[CH2:6][N:7]([C:30]1[NH:34][N:33]=[N:32][N:31]=1)[CH:8]1[CH2:14][CH2:13][CH2:12][N:11]([C:15]([O:17][CH:18]([CH3:20])[CH3:19])=[O:16])[C:10]2[C:21]([CH3:29])=[C:22]([C:25]([F:28])([F:27])[F:26])[CH:23]=[CH:24][C:9]1=2.CO.[C:46]1(P(C2C=CC=CC=2)C2C=CC=CC=2)C=CC=CC=1.N(C(OCC)=O)=NC(OCC)=O, predict the reaction product. The product is: [F:39][C:38]([F:41])([F:40])[C:36]1[CH:35]=[C:5]([CH:4]=[C:3]([C:2]([F:42])([F:1])[F:43])[CH:37]=1)[CH2:6][N:7]([C:30]1[N:31]=[N:32][N:33]([CH3:46])[N:34]=1)[CH:8]1[CH2:14][CH2:13][CH2:12][N:11]([C:15]([O:17][CH:18]([CH3:19])[CH3:20])=[O:16])[C:10]2[C:21]([CH3:29])=[C:22]([C:25]([F:26])([F:27])[F:28])[CH:23]=[CH:24][C:9]1=2. (8) The product is: [CH:1]1[C:10]2[N:9]3[CH:11]=[CH:12][CH:13]=[C:8]3[C:7]3([CH2:18][CH2:17][NH:16][CH2:15][CH2:14]3)[O:6][C:5]=2[N:4]=[CH:3][CH:2]=1. Given the reactants [CH:1]1[C:10]2[N:9]3[CH:11]=[CH:12][CH:13]=[C:8]3[C:7]3([CH2:18][CH2:17][N:16](C(OCC4C=CC=CC=4)=O)[CH2:15][CH2:14]3)[O:6][C:5]=2[N:4]=[CH:3][CH:2]=1.CC(O)=O, predict the reaction product. (9) Given the reactants [H-].C([Al+]CC(C)C)C(C)C.[Br:11][C:12]1[CH:13]=[C:14]([CH:19]=[C:20]([CH2:22][N:23]([CH3:25])[CH3:24])[CH:21]=1)[C:15](OC)=[O:16], predict the reaction product. The product is: [Br:11][C:12]1[CH:13]=[C:14]([CH2:15][OH:16])[CH:19]=[C:20]([CH2:22][N:23]([CH3:24])[CH3:25])[CH:21]=1.